This data is from Full USPTO retrosynthesis dataset with 1.9M reactions from patents (1976-2016). The task is: Predict the reactants needed to synthesize the given product. (1) Given the product [CH3:1][O:2][C:3]1[CH:8]=[C:7]([N:9]2[CH2:14][CH2:13][CH:12]([N:15]3[CH2:20][CH2:19][N:18]([CH3:21])[CH2:17][CH2:16]3)[CH2:11][CH2:10]2)[CH:6]=[CH:5][C:4]=1[NH:22][C:26]1[N:31]=[CH:30][C:29]2=[CH:32][CH:33]=[C:34]([C:35]3[CH:40]=[CH:39][CH:38]=[CH:37][C:36]=3[O:41][CH3:42])[N:28]2[N:27]=1, predict the reactants needed to synthesize it. The reactants are: [CH3:1][O:2][C:3]1[CH:8]=[C:7]([N:9]2[CH2:14][CH2:13][CH:12]([N:15]3[CH2:20][CH2:19][N:18]([CH3:21])[CH2:17][CH2:16]3)[CH2:11][CH2:10]2)[CH:6]=[CH:5][C:4]=1[NH2:22].CS([C:26]1[N:31]=[CH:30][C:29]2=[CH:32][CH:33]=[C:34]([C:35]3[CH:40]=[CH:39][CH:38]=[CH:37][C:36]=3[O:41][CH3:42])[N:28]2[N:27]=1)=O.C(N(CC)C(C)C)(C)C.COCCO. (2) The reactants are: [Cl:1][CH2:2][C@H:3]1[C:11]2[C:10]3[CH:12]=[CH:13][CH:14]=[CH:15][C:9]=3[C:8]([O:16][C:17]([N:19]3[CH2:24][CH2:23][N:22]([CH3:25])[CH2:21][CH2:20]3)=[O:18])=[CH:7][C:6]=2[N:5]([C:26](=[O:85])[CH2:27][CH2:28][CH2:29][CH2:30][CH2:31][O:32][C:33]2[C:34]([O:83][CH3:84])=[CH:35][C:36]3[C:42](=[O:43])[N:41]4[CH2:44][CH2:45][CH2:46][CH:40]4[C@H:39]([OH:47])[N:38]([C:48]([O:50][CH2:51][C:52]4[CH:57]=[CH:56][C:55]([NH:58][C:59](=[O:81])[C@@H:60]([NH:73][C:74](=[O:80])[C@@H:75]([NH2:79])[CH:76]([CH3:78])[CH3:77])[CH2:61][CH2:62][CH2:63][CH2:64][NH:65][C:66]([O:68][C:69]([CH3:72])([CH3:71])[CH3:70])=[O:67])=[CH:54][CH:53]=4)=[O:49])[C:37]=3[CH:82]=2)[CH2:4]1.[O:86]=[C:87]1[CH:91]=[CH:90][C:89](=[O:92])[N:88]1[CH2:93][CH2:94][CH2:95][CH2:96][CH2:97][C:98](ON1C(=O)CCC1=O)=[O:99]. Given the product [Cl:1][CH2:2][C@H:3]1[C:11]2[C:10]3[CH:12]=[CH:13][CH:14]=[CH:15][C:9]=3[C:8]([O:16][C:17]([N:19]3[CH2:20][CH2:21][N:22]([CH3:25])[CH2:23][CH2:24]3)=[O:18])=[CH:7][C:6]=2[N:5]([C:26](=[O:85])[CH2:27][CH2:28][CH2:29][CH2:30][CH2:31][O:32][C:33]2[C:34]([O:83][CH3:84])=[CH:35][C:36]3[C:42](=[O:43])[N:41]4[CH2:44][CH2:45][CH2:46][CH:40]4[C@H:39]([OH:47])[N:38]([C:48]([O:50][CH2:51][C:52]4[CH:57]=[CH:56][C:55]([NH:58][C:59](=[O:81])[C@@H:60]([NH:73][C:74](=[O:80])[C@@H:75]([NH:79][C:98](=[O:99])[CH2:97][CH2:96][CH2:95][CH2:94][CH2:93][N:88]5[C:89](=[O:92])[CH:90]=[CH:91][C:87]5=[O:86])[CH:76]([CH3:77])[CH3:78])[CH2:61][CH2:62][CH2:63][CH2:64][NH:65][C:66]([O:68][C:69]([CH3:71])([CH3:70])[CH3:72])=[O:67])=[CH:54][CH:53]=4)=[O:49])[C:37]=3[CH:82]=2)[CH2:4]1, predict the reactants needed to synthesize it.